This data is from Forward reaction prediction with 1.9M reactions from USPTO patents (1976-2016). The task is: Predict the product of the given reaction. (1) Given the reactants BrP(Br)(C1C=CC=CC=1)(C1C=CC=CC=1)C1C=CC=CC=1.[NH2:22][C:23]1[C:24]([C:39]([NH:41][NH2:42])=[O:40])=[N:25][C:26]([CH:29]2[CH2:34][CH2:33][N:32]([C:35](=[O:38])[CH2:36][CH3:37])[CH2:31][CH2:30]2)=[CH:27][N:28]=1.[Br:43][CH2:44][C:45]1[CH:53]=[CH:52][C:48]([C:49](O)=O)=[CH:47][CH:46]=1.CCN(C(C)C)C(C)C, predict the reaction product. The product is: [NH2:22][C:23]1[N:28]=[CH:27][C:26]([CH:29]2[CH2:30][CH2:31][N:32]([C:35](=[O:38])[CH2:36][CH3:37])[CH2:33][CH2:34]2)=[N:25][C:24]=1[C:39]1[O:40][C:49]([C:48]2[CH:52]=[CH:53][C:45]([CH2:44][Br:43])=[CH:46][CH:47]=2)=[N:42][N:41]=1. (2) Given the reactants [I:1][C:2]1[C:7]([CH2:8][CH3:9])=[C:6]([I:10])[C:5]([C:11](=O)[CH3:12])=[C:4]([I:14])[C:3]=1[C:15]1[CH:20]=[CH:19][C:18]([C:21]([OH:23])=[O:22])=[C:17]([N+:24]([O-:26])=[O:25])[CH:16]=1.Cl, predict the reaction product. The product is: [I:1][C:2]1[C:7]([CH2:8][CH3:9])=[C:6]([I:10])[C:5]([CH2:11][CH3:12])=[C:4]([I:14])[C:3]=1[C:15]1[CH:20]=[CH:19][C:18]([C:21]([OH:23])=[O:22])=[C:17]([N+:24]([O-:26])=[O:25])[CH:16]=1. (3) Given the reactants [H-].[Na+].[Cl:3][C:4]([Cl:9])([Cl:8])[CH:5]([OH:7])[CH3:6].Cl[C:11]1[CH:16]=[C:15](Cl)[N:14]=[CH:13][N:12]=1.[CH2:18]([OH:23])[C:19]#[C:20][CH2:21][CH3:22].[Cl-].[NH4+], predict the reaction product. The product is: [CH2:18]([O:23][C:11]1[CH:16]=[C:15]([O:7][CH:5]([CH3:6])[C:4]([Cl:9])([Cl:8])[Cl:3])[N:14]=[CH:13][N:12]=1)[C:19]#[C:20][CH2:21][CH3:22]. (4) Given the reactants [N:1]1[C:6]2[CH2:7][NH:8][CH2:9][C:5]=2[C:4]([NH:10][C:11]2[CH:12]=[N:13][C:14]3[C:19]([CH:20]=2)=[CH:18][CH:17]=[CH:16][CH:15]=3)=[N:3][CH:2]=1.[CH3:21][C:22]1[CH:29]=[CH:28][C:27]([CH3:30])=[CH:26][C:23]=1[CH:24]=O.ClCCCl.CO.C(O[BH-](OC(=O)C)OC(=O)C)(=O)C.[Na+], predict the reaction product. The product is: [CH3:21][C:22]1[CH:29]=[CH:28][C:27]([CH3:30])=[CH:26][C:23]=1[CH2:24][N:8]1[CH2:9][C:5]2[C:4]([NH:10][C:11]3[CH:12]=[N:13][C:14]4[C:19]([CH:20]=3)=[CH:18][CH:17]=[CH:16][CH:15]=4)=[N:3][CH:2]=[N:1][C:6]=2[CH2:7]1. (5) Given the reactants Br[C:2]1[CH:3]=[C:4]([NH2:17])[CH:5]=[N:6][C:7]=1[O:8][C:9]1[CH:14]=[CH:13][C:12]([F:15])=[CH:11][C:10]=1[F:16].[CH3:18][C:19]1([CH3:35])[C:23]([CH3:25])([CH3:24])[O:22][B:21]([B:21]2[O:22][C:23]([CH3:25])([CH3:24])[C:19]([CH3:35])([CH3:18])[O:20]2)[O:20]1.CC([O-])=O.[K+].CC12CC3(C)P(C4C=CC=CC=4)C(C)(CC(C)(O3)O1)O2, predict the reaction product. The product is: [F:16][C:10]1[CH:11]=[C:12]([F:15])[CH:13]=[CH:14][C:9]=1[O:8][C:7]1[N:6]=[CH:5][C:4]([NH2:17])=[CH:3][C:2]=1[B:21]1[O:22][C:23]([CH3:25])([CH3:24])[C:19]([CH3:35])([CH3:18])[O:20]1.